This data is from Full USPTO retrosynthesis dataset with 1.9M reactions from patents (1976-2016). The task is: Predict the reactants needed to synthesize the given product. (1) Given the product [Br:1][C:2]1[CH:7]=[C:6]([Cl:8])[CH:5]=[C:4]([Cl:9])[C:3]=1[O:10][C:18]1[N:22]([CH3:23])[C:21]2[C:24]([CH:29]([CH2:32][CH3:33])[CH2:30][CH3:31])=[CH:25][CH:26]=[C:27]([Cl:28])[C:20]=2[N:19]=1, predict the reactants needed to synthesize it. The reactants are: [Br:1][C:2]1[CH:7]=[C:6]([Cl:8])[CH:5]=[C:4]([Cl:9])[C:3]=1[OH:10].C(=O)([O-])[O-].[K+].[K+].Cl[C:18]1[N:22]([CH3:23])[C:21]2[C:24]([CH:29]([CH2:32][CH3:33])[CH2:30][CH3:31])=[CH:25][CH:26]=[C:27]([Cl:28])[C:20]=2[N:19]=1. (2) Given the product [OH:23][C:16]1[C:15]([CH2:14][NH:13][C:11]([C:10]2[C:5]3[CH:4]=[N:3][C:2]([N:33]4[CH2:38][CH2:37][O:36][CH2:35][CH2:34]4)=[N:7][C:6]=3[N:8]([C@@H:25]([C:27]3[CH:32]=[CH:31][CH:30]=[CH:29][CH:28]=3)[CH3:26])[C:9]=2[CH3:24])=[O:12])=[C:20]([CH3:21])[CH:19]=[C:18]([CH3:22])[N:17]=1, predict the reactants needed to synthesize it. The reactants are: Cl[C:2]1[N:3]=[CH:4][C:5]2[C:10]([C:11]([NH:13][CH2:14][C:15]3[C:16]([OH:23])=[N:17][C:18]([CH3:22])=[CH:19][C:20]=3[CH3:21])=[O:12])=[C:9]([CH3:24])[N:8]([C@@H:25]([C:27]3[CH:32]=[CH:31][CH:30]=[CH:29][CH:28]=3)[CH3:26])[C:6]=2[N:7]=1.[NH:33]1[CH2:38][CH2:37][O:36][CH2:35][CH2:34]1. (3) The reactants are: Br[C:2]1[CH:3]=[C:4]2[C:8](=[N:9][CH:10]=1)[NH:7][CH:6]=[CH:5]2.[CH3:11][O-:12].[Na+]. Given the product [CH3:11][O:12][C:2]1[CH:3]=[C:4]2[CH:5]=[CH:6][NH:7][C:8]2=[N:9][CH:10]=1, predict the reactants needed to synthesize it. (4) The reactants are: C([O:3][C:4](=O)[CH2:5][O:6][C:7]1[C:8]([N+:14]([O-])=O)=[N:9][C:10]([Br:13])=[CH:11][CH:12]=1)C. Given the product [Br:13][C:10]1[CH:11]=[CH:12][C:7]2[O:6][CH2:5][C:4](=[O:3])[NH:14][C:8]=2[N:9]=1, predict the reactants needed to synthesize it. (5) The reactants are: [CH2:1]([O:3][CH:4]([O:9][CH2:10][CH3:11])[C:5](=[NH:8])OC)[CH3:2].[Cl:12][C:13]1[CH:14]=[C:15]([CH2:19][NH2:20])[CH:16]=[CH:17][CH:18]=1. Given the product [Cl:12][C:13]1[CH:14]=[C:15]([CH:16]=[CH:17][CH:18]=1)[CH2:19][NH:20][C:5](=[NH:8])[CH:4]([O:3][CH2:1][CH3:2])[O:9][CH2:10][CH3:11], predict the reactants needed to synthesize it. (6) Given the product [CH3:9][C:8]([CH2:7][C:6]([OH:18])=[O:5])=[O:21].[C:29]([O:13][CH2:12]/[CH:11]=[CH:10]/[C:9]1[CH:14]=[CH:15][C:6]([OH:18])=[C:7]([O:16][CH3:17])[CH:8]=1)(=[O:30])/[CH:28]=[CH:27]/[C:26]1[CH:32]=[CH:33][C:23]([OH:22])=[C:24]([O:34][CH3:35])[CH:25]=1, predict the reactants needed to synthesize it. The reactants are: [Cl-].C([O:5][C:6]1([OH:18])[CH:15]=[CH:14][C:9](/[CH:10]=[CH:11]/[CH2:12][OH:13])=[CH:8][CH:7]1[O:16][CH3:17])(=O)C.C([O:22][C:23]1(O)[CH:33]=[CH:32][C:26](/[CH:27]=[CH:28]/[C:29](Cl)=[O:30])=[CH:25][CH:24]1[O:34][CH3:35])(=[O:21])C.CCN(CC)CC. (7) Given the product [CH2:19]([N:4]1[CH2:5][CH2:6][N:1]([C:7]2[C:8]([C:15]([F:16])([F:18])[F:17])=[C:9]([CH:12]=[CH:13][CH:14]=2)[C:10]#[N:11])[CH2:2][CH2:3]1)[CH2:26][CH3:27], predict the reactants needed to synthesize it. The reactants are: [N:1]1([C:7]2[C:8]([C:15]([F:18])([F:17])[F:16])=[C:9]([CH:12]=[CH:13][CH:14]=2)[C:10]#[N:11])[CH2:6][CH2:5][NH:4][CH2:3][CH2:2]1.[C:19](=O)([O-])[O-].[K+].[K+].Cl.[C:26](#N)[CH3:27]. (8) Given the product [CH2:1]([O:30][CH2:29][C:25]1[CH:26]=[C:27]2[C:22](=[CH:23][CH:24]=1)[CH2:21][NH:20][CH2:28]2)[CH3:2].[ClH:12], predict the reactants needed to synthesize it. The reactants are: [CH2:1](N(CC)CC)[CH3:2].CS([Cl:12])(=O)=O.C(OC([N:20]1[CH2:28][C:27]2[C:22](=[CH:23][CH:24]=[C:25]([CH2:29][OH:30])[CH:26]=2)[CH2:21]1)=O)(C)(C)C.Cl.O1CCOCC1. (9) Given the product [OH:1][C:2]1[C:10]([O:11][CH3:12])=[CH:9][C:8]([C:13]2[N:14]([C:24]([O:26][C:27]([CH3:30])([CH3:28])[CH3:29])=[O:25])[C:15]3[C:20]([CH:21]=2)=[CH:19][C:18]([CH2:22][NH:37][CH3:35])=[CH:17][CH:16]=3)=[C:7]2[C:3]=1[CH2:4][NH:5][C:6]2=[O:31], predict the reactants needed to synthesize it. The reactants are: [OH:1][C:2]1[C:10]([O:11][CH3:12])=[CH:9][C:8]([C:13]2[N:14]([C:24]([O:26][C:27]([CH3:30])([CH3:29])[CH3:28])=[O:25])[C:15]3[C:20]([CH:21]=2)=[CH:19][C:18]([CH:22]=O)=[CH:17][CH:16]=3)=[C:7]2[C:3]=1[CH2:4][NH:5][C:6]2=[O:31].Cl.CN.[CH2:35]([N:37](CC)CC)C.C(O)(=O)C.C(O[BH-](OC(=O)C)OC(=O)C)(=O)C.[Na+]. (10) Given the product [CH2:1]1[C:19]2([CH2:24][CH2:23][N:22]([C:25]([O:27][C:28]([CH3:31])([CH3:30])[CH3:29])=[O:26])[CH2:21][CH2:20]2)[CH2:18]1, predict the reactants needed to synthesize it. The reactants are: [CH2:1](OCC)C.[OH-].[K+].CN(N=O)C(N[N+]([O-])=O)=N.[CH2:18]=[C:19]1[CH2:24][CH2:23][N:22]([C:25]([O:27][C:28]([CH3:31])([CH3:30])[CH3:29])=[O:26])[CH2:21][CH2:20]1.